From a dataset of Merck oncology drug combination screen with 23,052 pairs across 39 cell lines. Regression. Given two drug SMILES strings and cell line genomic features, predict the synergy score measuring deviation from expected non-interaction effect. Drug 1: CC1CC2C3CCC4=CC(=O)C=CC4(C)C3(F)C(O)CC2(C)C1(O)C(=O)CO. Drug 2: O=C(NOCC(O)CO)c1ccc(F)c(F)c1Nc1ccc(I)cc1F. Cell line: DLD1. Synergy scores: synergy=6.27.